This data is from Peptide-MHC class II binding affinity with 134,281 pairs from IEDB. The task is: Regression. Given a peptide amino acid sequence and an MHC pseudo amino acid sequence, predict their binding affinity value. This is MHC class II binding data. (1) The peptide sequence is GLAVLRKVKRVVASL. The MHC is DRB1_0701 with pseudo-sequence DRB1_0701. The binding affinity (normalized) is 0.655. (2) The peptide sequence is SHLIKIPLLIGYGNK. The MHC is DRB1_0701 with pseudo-sequence DRB1_0701. The binding affinity (normalized) is 0.374. (3) The binding affinity (normalized) is 0.886. The MHC is DRB1_1101 with pseudo-sequence DRB1_1101. The peptide sequence is ESTYRGAKRMAILGE. (4) The peptide sequence is GELQIVDHIDAAFKI. The MHC is DRB1_0701 with pseudo-sequence DRB1_0701. The binding affinity (normalized) is 0.851. (5) The peptide sequence is YDKFDANVSTVLTGK. The MHC is DRB3_0202 with pseudo-sequence DRB3_0202. The binding affinity (normalized) is 0.876. (6) The peptide sequence is KSMKVTVAFNQFGPN. The MHC is DRB4_0101 with pseudo-sequence DRB4_0103. The binding affinity (normalized) is 0.424. (7) The peptide sequence is AKNMKNLVWNDELAY. The MHC is DRB1_0405 with pseudo-sequence DRB1_0405. The binding affinity (normalized) is 0.355.